Dataset: Reaction yield outcomes from USPTO patents with 853,638 reactions. Task: Predict the reaction yield, written as a fraction of the theoretical maximum amount of product (1.0 means a 100% yield; for example, 0.34 means a 34% yield). (1) The catalyst is C1COCC1.C([O-])(=O)C.[Pd+2].C([O-])(=O)C. The product is [C:20]([O:24][C:25]([NH:27][CH2:28][CH2:29][C:30]([C:14]1[CH:15]=[CH:16][CH:17]=[CH:18][CH:19]=1)=[O:31])=[O:26])([CH3:23])([CH3:22])[CH3:21]. The reactants are [C:14]1(P([C:14]2[CH:19]=[CH:18][CH:17]=[CH:16][CH:15]=2)[C:14]2[CH:19]=[CH:18][CH:17]=[CH:16][CH:15]=2)[CH:19]=[CH:18][CH:17]=[CH:16][CH:15]=1.[C:20]([O:24][C:25]([NH:27][CH2:28][CH2:29][C:30](O)=[O:31])=[O:26])([CH3:23])([CH3:22])[CH3:21].C1(B(O)O)C=CC=CC=1.O.CC(C)(C)C(OC(=O)C(C)(C)C)=O. The yield is 0.680. (2) The reactants are Br[C:2]1[CH:3]=[CH:4][C:5]([CH:8]2[O:12][CH2:11][CH2:10][O:9]2)=[N:6][CH:7]=1.[C:13]([O:21][CH2:22][CH3:23])(=[O:20])[CH2:14][C:15]([O:17][CH2:18][CH3:19])=[O:16].C(P(C(C)(C)C)C1C=CC=CC=1C1C=CC=CC=1C)(C)(C)C.P([O-])([O-])([O-])=O.[K+].[K+].[K+]. The catalyst is O1CCOCC1.C(OCC)(=O)C.C([O-])(=O)C.[Pd+2].C([O-])(=O)C. The product is [O:9]1[CH2:10][CH2:11][O:12][CH:8]1[C:5]1[N:6]=[CH:7][C:2]([CH:14]([C:15]([O:17][CH2:18][CH3:19])=[O:16])[C:13]([O:21][CH2:22][CH3:23])=[O:20])=[CH:3][CH:4]=1. The yield is 0.720. (3) The reactants are [Si:1]([O:8][CH2:9][CH2:10][C:11]1[CH:16]=[CH:15][N:14]=[CH:13][CH:12]=1)([C:4]([CH3:7])([CH3:6])[CH3:5])([CH3:3])[CH3:2].ClC1C=CC=C(C(OO)=[O:25])C=1. The catalyst is C(Cl)Cl. The product is [Si:1]([O:8][CH2:9][CH2:10][C:11]1[CH:12]=[CH:13][N+:14]([O-:25])=[CH:15][CH:16]=1)([C:4]([CH3:6])([CH3:7])[CH3:5])([CH3:3])[CH3:2]. The yield is 0.830. (4) The reactants are [ClH:1].N[C:3]1[CH:12]=[CH:11][C:6]([C:7]([O:9][CH3:10])=[O:8])=[C:5]([F:13])[CH:4]=1.Cl.N([O-])=O.[Na+].[S:19](=[O:21])=[O:20]. The catalyst is O.CC(O)=O.[Cu]Cl.CCCCCC. The product is [Cl:1][S:19]([C:3]1[CH:12]=[CH:11][C:6]([C:7]([O:9][CH3:10])=[O:8])=[C:5]([F:13])[CH:4]=1)(=[O:21])=[O:20]. The yield is 0.500. (5) The reactants are Cl[C:2]1[N:6]([CH3:7])[N:5]=[CH:4][C:3]=1[N+:8]([O-:10])=[O:9].[NH:11]1[CH2:17][CH2:16][CH2:15][NH:14][CH2:13][C:12]1=[O:18]. No catalyst specified. The product is [CH3:7][N:6]1[C:2]([N:14]2[CH2:15][CH2:16][CH2:17][NH:11][C:12](=[O:18])[CH2:13]2)=[C:3]([N+:8]([O-:10])=[O:9])[CH:4]=[N:5]1. The yield is 0.920.